Dataset: Reaction yield outcomes from USPTO patents with 853,638 reactions. Task: Predict the reaction yield, written as a fraction of the theoretical maximum amount of product (1.0 means a 100% yield; for example, 0.34 means a 34% yield). The reactants are FC(F)(F)C1C=CC(C2C=CC=C([CH2:15][O:16][C:17]3[CH:22]=[CH:21][C:20]([C:23]4([CH2:27][C:28]([O:30][CH2:31][CH3:32])=[O:29])[CH2:26][O:25][CH2:24]4)=[CH:19][CH:18]=3)C=2)=CC=1.OC1C=CC(C2(CC(OCC)=O)COC2)=CC=1.[CH3:52][O:53][C:54]1[CH:61]=[CH:60][C:59]([C:62]([F:65])([F:64])[F:63])=[CH:58][C:55]=1CBr. No catalyst specified. The product is [CH3:52][O:53][C:54]1[CH:55]=[CH:58][C:59]([C:62]([F:63])([F:64])[F:65])=[CH:60][C:61]=1[CH2:15][O:16][C:17]1[CH:18]=[CH:19][C:20]([C:23]2([CH2:27][C:28]([O:30][CH2:31][CH3:32])=[O:29])[CH2:26][O:25][CH2:24]2)=[CH:21][CH:22]=1. The yield is 0.970.